From a dataset of Forward reaction prediction with 1.9M reactions from USPTO patents (1976-2016). Predict the product of the given reaction. (1) Given the reactants [CH3:1][N:2]([CH3:38])[CH2:3][CH2:4][CH2:5][NH:6][N:7]=[C:8]([C:10]1[C:19]2[C:18]([C:20]([OH:22])=[O:21])=[CH:17][C:16](Cl)=[C:15]([C:24]([OH:26])=[O:25])[C:14]=2[C:13]([C:27](=[N:29][NH:30][CH2:31][CH2:32][CH2:33][N:34]([CH3:36])[CH3:35])[OH:28])=[CH:12][C:11]=1Cl)[OH:9].[NH2:39][CH2:40][CH2:41][N:42]1[CH2:47][CH2:46][CH2:45][CH2:44][CH2:43]1, predict the reaction product. The product is: [CH3:1][N:2]([CH3:38])[CH2:3][CH2:4][CH2:5][NH:6][N:7]=[C:8]([C:10]1[C:19]2[C:18]([C:20]([OH:22])=[O:21])=[CH:17][C:16]([NH:39][CH2:40][CH2:41][N:42]3[CH2:47][CH2:46][CH2:45][CH2:44][CH2:43]3)=[C:15]([C:24]([OH:26])=[O:25])[C:14]=2[C:13]([C:27](=[N:29][NH:30][CH2:31][CH2:32][CH2:33][N:34]([CH3:36])[CH3:35])[OH:28])=[CH:12][C:11]=1[NH:39][CH2:40][CH2:41][N:42]1[CH2:47][CH2:46][CH2:45][CH2:44][CH2:43]1)[OH:9]. (2) Given the reactants CS(O[CH:6]([C:8]1[CH:13]=[C:12]([Br:14])[CH:11]=[CH:10][N:9]=1)[CH3:7])(=O)=O.[N-:15]=[N+:16]=[N-:17].[Na+], predict the reaction product. The product is: [N:15]([CH:6]([C:8]1[CH:13]=[C:12]([Br:14])[CH:11]=[CH:10][N:9]=1)[CH3:7])=[N+:16]=[N-:17]. (3) Given the reactants BrCC[C:4]1[CH:5]=[C:6]2[C:10](=[CH:11][CH:12]=1)[NH:9][CH:8]=[C:7]2[CH2:13][CH2:14][N:15]1[CH2:20][CH2:19][N:18]([C:21]2[C:26]3[CH:27]=[CH:28][NH:29][C:25]=3[CH:24]=[CH:23][N:22]=2)[CH2:17][CH2:16]1.C([C:49]1[NH:50][CH:51]=[CH:52][N:53]=1)(C1C=CC=CC=1)(C1C=CC=CC=1)C1C=CC=CC=1.[CH3:54]O, predict the reaction product. The product is: [N:53]1([CH2:54][C:4]2[CH:5]=[C:6]3[C:10](=[CH:11][CH:12]=2)[NH:9][CH:8]=[C:7]3[CH2:13][CH2:14][N:15]2[CH2:20][CH2:19][N:18]([C:21]3[C:26]4[CH:27]=[CH:28][NH:29][C:25]=4[CH:24]=[CH:23][N:22]=3)[CH2:17][CH2:16]2)[CH:52]=[CH:51][N:50]=[CH:49]1.